Dataset: Reaction yield outcomes from USPTO patents with 853,638 reactions. Task: Predict the reaction yield, written as a fraction of the theoretical maximum amount of product (1.0 means a 100% yield; for example, 0.34 means a 34% yield). (1) The reactants are [H-].[Al+3].[Li+].[H-].[H-].[H-].[Cl:7][C:8]1[CH:9]=[CH:10][C:11]2[NH:16][C:15](=O)[C@@H:14]([CH2:18][C:19](OC)=[O:20])[NH:13][C:12]=2[N:23]=1. The catalyst is O1CCCC1. The product is [Cl:7][C:8]1[CH:9]=[CH:10][C:11]2[NH:16][CH2:15][C@@H:14]([CH2:18][CH2:19][OH:20])[NH:13][C:12]=2[N:23]=1. The yield is 0.601. (2) The reactants are [F:1][C:2]1[CH:7]=[CH:6][CH:5]=[C:4]([C:8]([F:11])([F:10])[F:9])[C:3]=1[C:12]1[CH2:17][CH2:16][N:15]([C:18]([O:20][C:21]([CH3:24])([CH3:23])[CH3:22])=[O:19])[CH2:14][CH:13]=1.CC(O)=O. The catalyst is CCOC(C)=O.O=[Pt]=O. The product is [F:1][C:2]1[CH:7]=[CH:6][CH:5]=[C:4]([C:8]([F:11])([F:9])[F:10])[C:3]=1[CH:12]1[CH2:17][CH2:16][N:15]([C:18]([O:20][C:21]([CH3:24])([CH3:23])[CH3:22])=[O:19])[CH2:14][CH2:13]1. The yield is 0.450. (3) The product is [NH2:1][C:2]1[CH:3]=[C:4]2[C:8](=[CH:9][C:10]=1[N+:11]([O-:13])=[O:12])[C:7](=[O:14])[N:6]([CH2:24][CH2:23][N:22]([CH3:26])[CH3:21])[C:5]2=[O:15]. The reactants are [NH2:1][C:2]1[CH:3]=[C:4]2[C:8](=[CH:9][C:10]=1[N+:11]([O-:13])=[O:12])[C:7](=[O:14])[NH:6][C:5]2=[O:15].N1C=CN=C1.[CH3:21][N:22]([CH3:26])[CH2:23][CH2:24]N.CCOCC. The yield is 0.950. The catalyst is C1C=CC(C2C=CC=CC=2)=CC=1.C1C=CC(OC2C=CC=CC=2)=CC=1. (4) The yield is 0.910. The catalyst is CO. The reactants are [CH:1]([C:4]1[CH:27]=[CH:26][C:7]([CH2:8][C:9]2[C:23]([CH3:24])=[CH:22][C:21]([CH3:25])=[CH:20][C:10]=2[O:11][C:12]([CH3:19])([CH3:18])[C:13]([O:15]CC)=[O:14])=[CH:6][CH:5]=1)([CH3:3])[CH3:2].[OH-].[Na+].C1COCC1.Cl. The product is [CH:1]([C:4]1[CH:5]=[CH:6][C:7]([CH2:8][C:9]2[C:23]([CH3:24])=[CH:22][C:21]([CH3:25])=[CH:20][C:10]=2[O:11][C:12]([CH3:18])([CH3:19])[C:13]([OH:15])=[O:14])=[CH:26][CH:27]=1)([CH3:3])[CH3:2]. (5) The reactants are FC(S([C:8]1[C:13]2[CH:14]=[CH:15][CH:16]=[CH:17][C:12]=2[S:11][CH2:10][CH:9]=1)(=O)=O)(F)F.[C:18]1([CH3:24])[CH:23]=[CH:22][CH:21]=[CH:20][CH:19]=1.[Cl-].[Li+].[C:27](=O)([O-])[O-:28].[K+].[K+].C([OH:35])C. The catalyst is [Pd].C1(P(C2C=CC=CC=2)C2C=CC=CC=2)C=CC=CC=1.C1(P(C2C=CC=CC=2)C2C=CC=CC=2)C=CC=CC=1.C1(P(C2C=CC=CC=2)C2C=CC=CC=2)C=CC=CC=1.C1(P(C2C=CC=CC=2)C2C=CC=CC=2)C=CC=CC=1. The product is [S:11]1[C:12]2[CH:17]=[CH:16][CH:15]=[CH:14][C:13]=2[C:8]([C:21]2[CH:22]=[CH:23][C:18]([C:24]([O:28][CH3:27])=[O:35])=[CH:19][CH:20]=2)=[CH:9][CH2:10]1. The yield is 0.670. (6) The reactants are [Br:1][C:2]1[CH:3]=[CH:4][C:5]([N:11]2[C:15]([CH3:16])=[CH:14][C:13]([C:17]([O:19][CH2:20][CH3:21])=[O:18])=[N:12]2)=[C:6]([CH:10]=1)[C:7]([OH:9])=O.[CH2:22]1[C:31]2[C:26](=[CH:27][CH:28]=[CH:29][CH:30]=2)[CH2:25][C@@H:24]([CH2:32][OH:33])[NH:23]1.CN(C(ON1N=NC2C=CC=NC1=2)=[N+](C)C)C.F[P-](F)(F)(F)(F)F.CCN(C(C)C)C(C)C. The catalyst is C(Cl)Cl. The product is [Br:1][C:2]1[CH:3]=[CH:4][C:5]([N:11]2[C:15]([CH3:16])=[CH:14][C:13]([C:17]([O:19][CH2:20][CH3:21])=[O:18])=[N:12]2)=[C:6]([C:7]([N:23]2[C@H:24]([CH2:32][OH:33])[CH2:25][C:26]3[C:31](=[CH:30][CH:29]=[CH:28][CH:27]=3)[CH2:22]2)=[O:9])[CH:10]=1. The yield is 0.790. (7) The reactants are [F:1][C:2]1[CH:7]=[C:6](I)[CH:5]=[CH:4][N:3]=1.[CH3:9][CH:10]([OH:13])[C:11]#[CH:12].C(N(CC)CC)C. The catalyst is [Cu]I.CN(C)C=O. The product is [F:1][C:2]1[CH:7]=[C:6]([C:12]#[C:11][CH:10]([OH:13])[CH3:9])[CH:5]=[CH:4][N:3]=1. The yield is 0.660.